Dataset: Full USPTO retrosynthesis dataset with 1.9M reactions from patents (1976-2016). Task: Predict the reactants needed to synthesize the given product. Given the product [NH2:19][C:8]1[CH:9]=[C:10]([Cl:18])[C:11]([O:13][CH2:14][CH:15]2[CH2:16][CH2:17]2)=[CH:12][C:7]=1/[CH:6]=[CH:5]/[C:4]([OH:20])=[O:3], predict the reactants needed to synthesize it. The reactants are: C([O:3][C:4](=[O:20])/[CH:5]=[CH:6]/[C:7]1[CH:12]=[C:11]([O:13][CH2:14][CH:15]2[CH2:17][CH2:16]2)[C:10]([Cl:18])=[CH:9][C:8]=1[NH2:19])C.